Dataset: Full USPTO retrosynthesis dataset with 1.9M reactions from patents (1976-2016). Task: Predict the reactants needed to synthesize the given product. (1) Given the product [OH:43][C:40]1[CH:41]=[CH:42][C:37](/[CH:35]=[CH:36]/[C:2]2[CH:10]=[CH:9][CH:8]=[C:7]3[C:3]=2[C:4](=[O:12])[C:5](=[O:11])[NH:6]3)=[CH:38][CH:39]=1, predict the reactants needed to synthesize it. The reactants are: I[C:2]1[CH:10]=[CH:9][CH:8]=[C:7]2[C:3]=1[C:4](=[O:12])[C:5](=[O:11])[NH:6]2.C1(C)C=CC=CC=1P(C1C=CC=CC=1C)C1C=CC=CC=1C.[CH:35]([C:37]1[CH:42]=[CH:41][C:40]([OH:43])=[CH:39][CH:38]=1)=[CH2:36]. (2) Given the product [Cl:1][C:2]1[CH:3]=[CH:4][C:5]([C@H:8]2[C:12]3[N:13]=[C:14]([C:18]4[C:19]([O:24][CH3:25])=[N:20][CH:21]=[CH:22][CH:23]=4)[N:15]([CH2:16][CH3:17])[C:11]=3[C:10](=[O:26])[N:9]2[C:27]2[CH:32]=[C:31]([CH3:33])[C:30](=[O:34])[N:29]([CH3:35])[CH:28]=2)=[CH:6][CH:7]=1, predict the reactants needed to synthesize it. The reactants are: [Cl:1][C:2]1[CH:7]=[CH:6][C:5]([CH:8]2[C:12]3[N:13]=[C:14]([C:18]4[C:19]([O:24][CH3:25])=[N:20][CH:21]=[CH:22][CH:23]=4)[N:15]([CH2:16][CH3:17])[C:11]=3[C:10](=[O:26])[N:9]2[C:27]2[CH:32]=[C:31]([CH3:33])[C:30](=[O:34])[N:29]([CH3:35])[CH:28]=2)=[CH:4][CH:3]=1. (3) Given the product [C:1]([C:2]([CH3:4])([CH3:3])[CH:19]([NH:20][S:21]([C:23]([CH3:26])([CH3:25])[CH3:24])=[O:22])[CH:16]1[CH2:17][CH2:18]1)#[N:5], predict the reactants needed to synthesize it. The reactants are: [C:1](#[N:5])[CH:2]([CH3:4])[CH3:3].[Li+].C[Si]([N-][Si](C)(C)C)(C)C.[CH:16]1(/[CH:19]=[N:20]/[S:21]([C:23]([CH3:26])([CH3:25])[CH3:24])=[O:22])[CH2:18][CH2:17]1. (4) Given the product [Cl:21][C:22]1[CH:27]=[CH:26][C:25]([CH2:28][C:29]([NH:1][N:2]2[N:11]=[C:10]([CH2:12][C:13]3[CH:14]=[N:15][C:16]([Cl:19])=[CH:17][CH:18]=3)[C:9]3[C:4](=[CH:5][CH:6]=[CH:7][CH:8]=3)[C:3]2=[O:20])=[O:30])=[CH:24][CH:23]=1, predict the reactants needed to synthesize it. The reactants are: [NH2:1][N:2]1[N:11]=[C:10]([CH2:12][C:13]2[CH:14]=[N:15][C:16]([Cl:19])=[CH:17][CH:18]=2)[C:9]2[C:4](=[CH:5][CH:6]=[CH:7][CH:8]=2)[C:3]1=[O:20].[Cl:21][C:22]1[CH:27]=[CH:26][C:25]([CH2:28][C:29](O)=[O:30])=[CH:24][CH:23]=1. (5) Given the product [Cl:14][C:12]1[CH:11]=[CH:10][C:9]([O:15][CH2:16][CH3:17])=[C:8]([C:6]2[N:5]=[C:4]([NH2:18])[N:3]=[C:2]([NH:27][C:24]3[CH:25]=[CH:26][C:21]([O:20][CH3:19])=[CH:22][CH:23]=3)[CH:7]=2)[CH:13]=1, predict the reactants needed to synthesize it. The reactants are: Cl[C:2]1[CH:7]=[C:6]([C:8]2[CH:13]=[C:12]([Cl:14])[CH:11]=[CH:10][C:9]=2[O:15][CH2:16][CH3:17])[N:5]=[C:4]([NH2:18])[N:3]=1.[CH3:19][O:20][C:21]1[CH:26]=[CH:25][C:24]([NH2:27])=[CH:23][CH:22]=1. (6) Given the product [CH3:11][C:12]1[O:10][C:3]2[C:4]([CH3:9])=[CH:5][C:6]([NH2:8])=[CH:7][C:2]=2[N:1]=1, predict the reactants needed to synthesize it. The reactants are: [NH2:1][C:2]1[CH:7]=[C:6]([NH2:8])[CH:5]=[C:4]([CH3:9])[C:3]=1[OH:10].[CH2:11](C(CC)(CC)C([O-])([O-])[O-])[CH3:12].